Dataset: Reaction yield outcomes from USPTO patents with 853,638 reactions. Task: Predict the reaction yield, written as a fraction of the theoretical maximum amount of product (1.0 means a 100% yield; for example, 0.34 means a 34% yield). (1) The reactants are C(=O)([O-])[O-].[Cs+].[Cs+].C1(P(C2C=CC=CC=2)C2C=CC3C(=CC=CC=3)C=2C2C3C(=CC=CC=3)C=CC=2P(C2C=CC=CC=2)C2C=CC=CC=2)C=CC=CC=1.[NH2:53][C:54]1[C:59]2[C:60](=[O:68])[C:61]3[S:67][CH:66]=[CH:65][C:62]=3[CH2:63][S:64][C:58]=2[CH:57]=[CH:56][CH:55]=1.[Cl:69][C:70]1[CH:71]=[CH:72][C:73]([O:77][CH2:78][O:79][CH3:80])=[C:74](Br)[CH:75]=1. The catalyst is C1C=CC(/C=C/C(/C=C/C2C=CC=CC=2)=O)=CC=1.C1C=CC(/C=C/C(/C=C/C2C=CC=CC=2)=O)=CC=1.[Pd].C1(C)C=CC=CC=1. The product is [Cl:69][C:70]1[CH:71]=[CH:72][C:73]([O:77][CH2:78][O:79][CH3:80])=[C:74]([NH:53][C:54]2[C:59]3[C:60](=[O:68])[C:61]4[S:67][CH:66]=[CH:65][C:62]=4[CH2:63][S:64][C:58]=3[CH:57]=[CH:56][CH:55]=2)[CH:75]=1. The yield is 0.470. (2) The reactants are [NH:1]1[CH2:6][CH2:5][CH:4]([CH2:7][NH:8]C(=O)OC(C)(C)C)[CH2:3][CH2:2]1.C(N(CC)CC)C.[CH3:23][S:24]([Cl:27])(=[O:26])=[O:25].C(OCC)(=O)C. The yield is 0.780. The catalyst is C1COCC1. The product is [ClH:27].[CH3:23][S:24]([N:1]1[CH2:6][CH2:5][CH:4]([CH2:7][NH2:8])[CH2:3][CH2:2]1)(=[O:26])=[O:25]. (3) The reactants are [C:1]([NH:5][CH2:6][CH2:7][N:8]([CH3:23])[C:9]1[N:14]=[C:13]([NH:15]C(=O)OC(C)(C)C)[CH:12]=[CH:11][CH:10]=1)(=[O:4])[CH:2]=[CH2:3].C(O)(C(F)(F)F)=O. The catalyst is C(Cl)Cl. The product is [NH2:15][C:13]1[N:14]=[C:9]([N:8]([CH3:23])[CH2:7][CH2:6][NH:5][C:1](=[O:4])[CH:2]=[CH2:3])[CH:10]=[CH:11][CH:12]=1. The yield is 0.400. (4) The reactants are Br[C:2]1[CH:10]=[CH:9][CH:8]=[C:7]2[C:3]=1[C:4]1([C:15]3=[CH:16][C:17]4[O:21][CH2:20][O:19][C:18]=4[CH:22]=[C:14]3[O:13][CH2:12]1)[C:5](=[O:11])[NH:6]2.[CH3:23][N:24]([CH3:34])[C:25]1[N:30]=[CH:29][C:28](B(O)O)=[CH:27][CH:26]=1.C(=O)([O-])[O-].[Na+].[Na+]. The catalyst is CN(C)C=O.C1C=CC([P]([Pd]([P](C2C=CC=CC=2)(C2C=CC=CC=2)C2C=CC=CC=2)([P](C2C=CC=CC=2)(C2C=CC=CC=2)C2C=CC=CC=2)[P](C2C=CC=CC=2)(C2C=CC=CC=2)C2C=CC=CC=2)(C2C=CC=CC=2)C2C=CC=CC=2)=CC=1. The product is [CH3:23][N:24]([CH3:34])[C:25]1[N:30]=[CH:29][C:28]([C:2]2[CH:10]=[CH:9][CH:8]=[C:7]3[C:3]=2[C:4]2([C:15]4=[CH:16][C:17]5[O:21][CH2:20][O:19][C:18]=5[CH:22]=[C:14]4[O:13][CH2:12]2)[C:5](=[O:11])[NH:6]3)=[CH:27][CH:26]=1. The yield is 0.540. (5) The reactants are [H-].[Al+3].[Li+].[H-].[H-].[H-].C([O:9][C:10]([C@H:12]1[C@@H:17]([NH:18][C:19]([C:21]2[CH:22]=[CH:23][C:24]3[S:29][CH2:28][C:27](=[O:30])[NH:26][C:25]=3[CH:31]=2)=[O:20])[CH2:16][CH2:15][N:14]([CH2:32][CH2:33][O:34][C:35]2[CH:44]=[N:43][C:42]3[C:37](=[CH:38][C:39]([O:45][CH3:46])=[CH:40][CH:41]=3)[N:36]=2)[CH2:13]1)=O)C. The catalyst is O1CCCC1. The product is [OH:9][CH2:10][C@@H:12]1[C@@H:17]([NH:18][C:19]([C:21]2[CH:22]=[CH:23][C:24]3[S:29][CH2:28][C:27](=[O:30])[NH:26][C:25]=3[CH:31]=2)=[O:20])[CH2:16][CH2:15][N:14]([CH2:32][CH2:33][O:34][C:35]2[CH:44]=[N:43][C:42]3[C:37](=[CH:38][C:39]([O:45][CH3:46])=[CH:40][CH:41]=3)[N:36]=2)[CH2:13]1. The yield is 0.140. (6) The reactants are [Br:1][C:2]1[C:8](F)=[CH:7][CH:6]=[C:5]([N+:10]([O-:12])=[O:11])[C:3]=1[NH2:4].C(=O)([O-])[O-].[Cs+].[Cs+].[F:19][C:20]1[CH:25]=[C:24]([F:26])[CH:23]=[CH:22][C:21]=1[OH:27]. The catalyst is CS(C)=O.C(OCC)(=O)C.O. The product is [Br:1][C:2]1[C:8]([O:27][C:21]2[CH:22]=[CH:23][C:24]([F:26])=[CH:25][C:20]=2[F:19])=[CH:7][CH:6]=[C:5]([N+:10]([O-:12])=[O:11])[C:3]=1[NH2:4]. The yield is 0.950. (7) The reactants are [OH:1][C@@H:2]1[C@H:6]([OH:7])[C@@H:5]([CH2:8][O:9][S:10](=[O:13])(=[O:12])[NH2:11])[CH2:4][C@H:3]1[NH:14][C:15]1[N:20]2[N:21]=[C:22]([C:24]3[CH:33]=[CH:32][CH:31]=[C:30]4[C:25]=3[CH:26]=[CH:27][C:28]([C:34]([O:36]C)=[O:35])=[CH:29]4)[CH:23]=[C:19]2[N:18]=[CH:17][CH:16]=1.CN(C=O)C.[OH-].[Na+]. No catalyst specified. The product is [OH:1][C@@H:2]1[C@H:6]([OH:7])[C@@H:5]([CH2:8][O:9][S:10](=[O:13])(=[O:12])[NH2:11])[CH2:4][C@H:3]1[NH:14][C:15]1[N:20]2[N:21]=[C:22]([C:24]3[CH:33]=[CH:32][CH:31]=[C:30]4[C:25]=3[CH:26]=[CH:27][C:28]([C:34]([OH:36])=[O:35])=[CH:29]4)[CH:23]=[C:19]2[N:18]=[CH:17][CH:16]=1. The yield is 0.0850. (8) The reactants are [CH3:1][O:2][C:3]([C:5]1[CH:6]=[C:7]2[CH:13]=[C:12]([C:14](OS(C3C=CC(C)=CC=3)(=O)=O)=[CH:15][CH:16]([CH3:18])[CH3:17])[N:11]([S:30]([C:33]3[CH:38]=[CH:37][CH:36]=[CH:35][CH:34]=3)(=[O:32])=[O:31])[C:8]2=[N:9][CH:10]=1)=[O:4].[CH3:39][S:40]([C:43]1[CH:48]=[CH:47][C:46](B(O)O)=[CH:45][CH:44]=1)(=[O:42])=[O:41].C(=O)([O-])[O-].[Na+].[Na+]. The catalyst is O1CCOCC1.C(OCC)(=O)C.Cl[Pd](Cl)([P](C1C=CC=CC=1)(C1C=CC=CC=1)C1C=CC=CC=1)[P](C1C=CC=CC=1)(C1C=CC=CC=1)C1C=CC=CC=1. The product is [CH3:1][O:2][C:3]([C:5]1[CH:6]=[C:7]2[CH:13]=[C:12]([C:14]([C:46]3[CH:47]=[CH:48][C:43]([S:40]([CH3:39])(=[O:42])=[O:41])=[CH:44][CH:45]=3)=[CH:15][CH:16]([CH3:18])[CH3:17])[N:11]([S:30]([C:33]3[CH:34]=[CH:35][CH:36]=[CH:37][CH:38]=3)(=[O:32])=[O:31])[C:8]2=[N:9][CH:10]=1)=[O:4]. The yield is 0.730. (9) The reactants are [NH2:1][C:2]1[O:6][N:5]=[C:4]([C:7]2[CH:12]=[CH:11][CH:10]=[CH:9][C:8]=2[Cl:13])[C:3]=1[C:14]([OH:16])=O.Cl.C(N=C=NCCCN(C)C)C.[CH3:29][O:30][C:31]1[CH:36]=[CH:35][CH:34]=[CH:33][C:32]=1[N:37]1[CH2:42][CH2:41][NH:40][CH2:39][CH2:38]1. The catalyst is ClCCl. The product is [NH2:1][C:2]1[O:6][N:5]=[C:4]([C:7]2[CH:12]=[CH:11][CH:10]=[CH:9][C:8]=2[Cl:13])[C:3]=1[C:14]([N:40]1[CH2:39][CH2:38][N:37]([C:32]2[CH:33]=[CH:34][CH:35]=[CH:36][C:31]=2[O:30][CH3:29])[CH2:42][CH2:41]1)=[O:16]. The yield is 0.690.